Dataset: Full USPTO retrosynthesis dataset with 1.9M reactions from patents (1976-2016). Task: Predict the reactants needed to synthesize the given product. (1) Given the product [O:10]1[C:11]2[CH:17]=[CH:16][CH:15]=[CH:14][C:12]=2[N:13]=[C:9]1[C:6]1[CH:7]=[CH:8][C:3]([CH2:2][C:22]#[N:23])=[C:4]([C:18]([F:21])([F:20])[F:19])[CH:5]=1, predict the reactants needed to synthesize it. The reactants are: Br[CH2:2][C:3]1[CH:8]=[CH:7][C:6]([C:9]2[O:10][C:11]3[CH:17]=[CH:16][CH:15]=[CH:14][C:12]=3[N:13]=2)=[CH:5][C:4]=1[C:18]([F:21])([F:20])[F:19].[C:22]([Si](C)(C)C)#[N:23].CCCC[N+](CCCC)(CCCC)CCCC.[F-]. (2) The reactants are: [CH:1]([O:4][C:5]([N:7]1[CH:12]([CH2:13][C:14](=O)[C:15]#[C:16][Si](C)(C)C)[CH2:11][CH:10]([N:22]([CH2:27][C:28]2[CH:33]=[C:32]([C:34]([F:37])([F:36])[F:35])[CH:31]=[C:30]([Cl:38])[CH:29]=2)[C:23]([O:25][CH3:26])=[O:24])[CH2:9][CH:8]1[CH2:39][CH3:40])=[O:6])([CH3:3])[CH3:2].O.[NH2:42][NH2:43]. Given the product [CH:1]([O:4][C:5]([N:7]1[CH:12]([CH2:13][C:14]2[CH:15]=[CH:16][NH:43][N:42]=2)[CH2:11][CH:10]([N:22]([CH2:27][C:28]2[CH:33]=[C:32]([C:34]([F:36])([F:37])[F:35])[CH:31]=[C:30]([Cl:38])[CH:29]=2)[C:23]([O:25][CH3:26])=[O:24])[CH2:9][CH:8]1[CH2:39][CH3:40])=[O:6])([CH3:2])[CH3:3], predict the reactants needed to synthesize it.